From a dataset of Full USPTO retrosynthesis dataset with 1.9M reactions from patents (1976-2016). Predict the reactants needed to synthesize the given product. Given the product [CH3:16][N:9]1[C:7](=[O:8])[C:6]2[CH:1]=[CH:2][N:3]=[CH:4][C:5]=2[C:10]1=[O:11], predict the reactants needed to synthesize it. The reactants are: [CH:1]1[C:6]2[C:7]([NH:9][C:10](=[O:11])[C:5]=2[CH:4]=[N:3][CH:2]=1)=[O:8].[H-].[Na+].CI.[C:16](OCC)(=O)C.